From a dataset of Forward reaction prediction with 1.9M reactions from USPTO patents (1976-2016). Predict the product of the given reaction. Given the reactants [Br:1][C:2]1[CH:7]=[CH:6][CH:5]=[CH:4][C:3]=1[NH:8][C:9](=[O:18])/[CH:10]=[CH:11]/C1C=CC=CC=1.[Cl-].[Cl-].[Cl-].[Al+3], predict the reaction product. The product is: [Br:1][C:2]1[CH:7]=[CH:6][CH:5]=[C:4]2[C:3]=1[NH:8][C:9](=[O:18])[CH:10]=[CH:11]2.